From a dataset of Forward reaction prediction with 1.9M reactions from USPTO patents (1976-2016). Predict the product of the given reaction. (1) Given the reactants I[C:2]1[C:3]([C:10]([O:12][CH2:13][CH3:14])=[O:11])=[N:4][C:5]([O:8][CH3:9])=[N:6][CH:7]=1.C(=O)([O-])[O-].[K+].[K+].[SH:21][CH2:22][CH2:23][NH:24][C:25](=[O:31])[O:26][C:27]([CH3:30])([CH3:29])[CH3:28], predict the reaction product. The product is: [C:27]([O:26][C:25]([NH:24][CH2:23][CH2:22][S:21][C:2]1[C:3]([C:10]([O:12][CH2:13][CH3:14])=[O:11])=[N:4][C:5]([O:8][CH3:9])=[N:6][CH:7]=1)=[O:31])([CH3:30])([CH3:29])[CH3:28]. (2) Given the reactants [O:1]=[C:2]1[N:7]([CH2:8][C:9]2[CH:10]=[C:11]([CH:15]=[CH:16][CH:17]=2)[C:12](Cl)=[O:13])[N:6]=[C:5]([C:18]2[O:22][N:21]=[C:20]([C:23]3[CH:28]=[CH:27][C:26]([C:29]([CH3:35])([CH3:34])[C:30]([F:33])([F:32])[F:31])=[CH:25][CH:24]=3)[N:19]=2)[CH:4]=[CH:3]1.[NH:36]1[CH2:40][CH2:39][CH2:38][CH2:37]1.C(N(CC)C(C)C)(C)C.C(OCC)(=O)C, predict the reaction product. The product is: [N:36]1([C:12]([C:11]2[CH:10]=[C:9]([CH:17]=[CH:16][CH:15]=2)[CH2:8][N:7]2[C:2](=[O:1])[CH:3]=[CH:4][C:5]([C:18]3[O:22][N:21]=[C:20]([C:23]4[CH:28]=[CH:27][C:26]([C:29]([CH3:35])([CH3:34])[C:30]([F:31])([F:32])[F:33])=[CH:25][CH:24]=4)[N:19]=3)=[N:6]2)=[O:13])[CH2:40][CH2:39][CH2:38][CH2:37]1. (3) Given the reactants [C:1]1([CH2:7][C:8]([OH:10])=O)[CH:6]=[CH:5][CH:4]=[CH:3][CH:2]=1.[O:11]1[CH:15]=[CH:14][CH:13]=[C:12]1[C:16]1[O:20][N:19]=[C:18]([CH2:21][NH2:22])[CH:17]=1.C1C=CC2N(O)N=NC=2C=1.C(Cl)CCl, predict the reaction product. The product is: [O:11]1[CH:15]=[CH:14][CH:13]=[C:12]1[C:16]1[O:20][N:19]=[C:18]([CH2:21][NH:22][C:8](=[O:10])[CH2:7][C:1]2[CH:2]=[CH:3][CH:4]=[CH:5][CH:6]=2)[CH:17]=1. (4) Given the reactants [C:1]([O:5][C:6](=[O:37])[N:7]([CH3:36])[C@H:8]([C:10](=[O:35])[NH:11][C@@H:12]1[C:18](=[O:19])[N:17]([CH2:20][C:21]2[C:30]3[C:25](=[CH:26][CH:27]=[CH:28][CH:29]=3)[CH:24]=[CH:23][CH:22]=2)[C:16]2[CH:31]=[CH:32][CH:33]=[CH:34][C:15]=2[NH:14][CH2:13]1)[CH3:9])([CH3:4])([CH3:3])[CH3:2].[C:38](Cl)(=[O:40])[CH3:39].CCOC(C)=O, predict the reaction product. The product is: [C:1]([O:5][C:6](=[O:37])[N:7]([C@H:8]([C:10](=[O:35])[NH:11][C@@H:12]1[C:18](=[O:19])[N:17]([CH2:20][C:21]2[C:30]3[C:25](=[CH:26][CH:27]=[CH:28][CH:29]=3)[CH:24]=[CH:23][CH:22]=2)[C:16]2[CH:31]=[CH:32][CH:33]=[CH:34][C:15]=2[N:14]([C:38](=[O:40])[CH3:39])[CH2:13]1)[CH3:9])[CH3:36])([CH3:4])([CH3:2])[CH3:3]. (5) Given the reactants Cl[C:2]1[CH:3]=[C:4]2[CH2:25][C:9]3([CH2:24][C:11]4([CH2:16][CH2:15][N:14]([C:17]([O:19][C:20]([CH3:23])([CH3:22])[CH3:21])=[O:18])[CH2:13][CH2:12]4)[CH2:10]3)[O:8][C:5]2=[CH:6][N:7]=1.[F:26][C:27]1[CH:32]=[C:31]([S:33]([CH3:36])(=[O:35])=[O:34])[CH:30]=[CH:29][C:28]=1B(O)O, predict the reaction product. The product is: [F:26][C:27]1[CH:32]=[C:31]([S:33]([CH3:36])(=[O:35])=[O:34])[CH:30]=[CH:29][C:28]=1[C:2]1[CH:3]=[C:4]2[CH2:25][C:9]3([CH2:24][C:11]4([CH2:12][CH2:13][N:14]([C:17]([O:19][C:20]([CH3:22])([CH3:23])[CH3:21])=[O:18])[CH2:15][CH2:16]4)[CH2:10]3)[O:8][C:5]2=[CH:6][N:7]=1.